Dataset: Full USPTO retrosynthesis dataset with 1.9M reactions from patents (1976-2016). Task: Predict the reactants needed to synthesize the given product. (1) Given the product [CH2:10]([NH:16][C:2]1[CH:7]=[CH:6][C:5]([O:8][CH3:9])=[CH:4][CH:3]=1)[CH2:11][CH2:12][CH2:13][CH2:14][CH3:15], predict the reactants needed to synthesize it. The reactants are: Cl[C:2]1[CH:7]=[CH:6][C:5]([O:8][CH3:9])=[CH:4][CH:3]=1.[CH2:10]([NH2:16])[CH2:11][CH2:12][CH2:13][CH2:14][CH3:15].CC([O-])(C)C.[Na+].O(CCCC)CCCC. (2) The reactants are: Cl.[C:2]([O:6][C:7](=[O:15])[NH:8][CH:9]1[CH2:14][CH2:13][NH:12][CH2:11][CH2:10]1)([CH3:5])([CH3:4])[CH3:3].[CH3:16][C:17]1([CH3:26])[CH:22]2[CH2:23][CH:18]1[CH2:19][CH:20]=[C:21]2[CH:24]=O. Given the product [C:2]([O:6][C:7](=[O:15])[NH:8][CH:9]1[CH2:14][CH2:13][N:12]([CH2:24][C:21]2[CH:22]3[CH2:23][CH:18]([CH2:19][CH:20]=2)[C:17]3([CH3:26])[CH3:16])[CH2:11][CH2:10]1)([CH3:5])([CH3:3])[CH3:4], predict the reactants needed to synthesize it.